From a dataset of Reaction yield outcomes from USPTO patents with 853,638 reactions. Predict the reaction yield, written as a fraction of the theoretical maximum amount of product (1.0 means a 100% yield; for example, 0.34 means a 34% yield). (1) The reactants are [NH:1]1[C:9]2[C:4](=[CH:5][CH:6]=[C:7]([C:10]([N:12]3[CH2:18][C:17]4([CH3:20])[CH2:19][CH:13]3[CH2:14][C:15]([CH3:22])([CH3:21])[CH2:16]4)=[O:11])[CH:8]=2)[CH:3]=[CH:2]1.N1C=CC=CC=1.[Cl:29][C:30]([Cl:35])([Cl:34])[C:31](Cl)=[O:32]. The catalyst is ClCCl. The product is [Cl:29][C:30]([Cl:35])([Cl:34])[C:31]([C:3]1[C:4]2[C:9](=[CH:8][C:7]([C:10]([N:12]3[CH2:18][C:17]4([CH3:20])[CH2:19][CH:13]3[CH2:14][C:15]([CH3:22])([CH3:21])[CH2:16]4)=[O:11])=[CH:6][CH:5]=2)[NH:1][CH:2]=1)=[O:32]. The yield is 1.00. (2) The reactants are O.[OH-].[Li+].C[O:5][C:6](=[O:34])[CH2:7][C:8]1[C:17]([CH3:18])=[C:16]([C:19]2[CH:24]=[CH:23][C:22]([S:25](=[O:32])(=[O:31])[N:26]([CH2:29][CH3:30])[CH2:27][CH3:28])=[CH:21][CH:20]=2)[C:15]2[C:10](=[CH:11][CH:12]=[C:13]([Cl:33])[CH:14]=2)[CH:9]=1.C1COCC1.O. The catalyst is CCCCCC. The product is [Cl:33][C:13]1[CH:14]=[C:15]2[C:10](=[CH:11][CH:12]=1)[CH:9]=[C:8]([CH2:7][C:6]([OH:34])=[O:5])[C:17]([CH3:18])=[C:16]2[C:19]1[CH:24]=[CH:23][C:22]([S:25](=[O:31])(=[O:32])[N:26]([CH2:29][CH3:30])[CH2:27][CH3:28])=[CH:21][CH:20]=1. The yield is 0.950. (3) The reactants are C[O:2][C:3]([C:5]1[CH:9]=[C:8]([C:10]2[CH:15]=[CH:14][C:13]([C:16]#[N:17])=[CH:12][N:11]=2)[N:7]([C:18]2[N:19]=[N:20][C:21]([O:24][CH3:25])=[CH:22][CH:23]=2)[N:6]=1)=[O:4].O.[OH-].[Li+].Cl.C(Cl)(Cl)Cl.O. The catalyst is O1CCCC1.O. The product is [C:16]([C:13]1[CH:14]=[CH:15][C:10]([C:8]2[N:7]([C:18]3[N:19]=[N:20][C:21]([O:24][CH3:25])=[CH:22][CH:23]=3)[N:6]=[C:5]([C:3]([OH:4])=[O:2])[CH:9]=2)=[N:11][CH:12]=1)#[N:17]. The yield is 0.760.